This data is from Full USPTO retrosynthesis dataset with 1.9M reactions from patents (1976-2016). The task is: Predict the reactants needed to synthesize the given product. (1) Given the product [CH2:35]([N:37]([CH2:42][CH3:43])[CH2:38][CH2:39][CH2:40][NH:41][C:2]1[N:7]=[CH:6][C:5]([C:8]2[CH:13]=[CH:12][N:11]=[C:10]([NH:14][C:15]3[CH:16]=[C:17]([NH:22][C:23](=[O:34])[C:24]4[CH:29]=[CH:28][CH:27]=[C:26]([C:30]([F:33])([F:31])[F:32])[CH:25]=4)[CH:18]=[CH:19][C:20]=3[CH3:21])[N:9]=2)=[CH:4][CH:3]=1)[CH3:36], predict the reactants needed to synthesize it. The reactants are: Cl[C:2]1[N:7]=[CH:6][C:5]([C:8]2[CH:13]=[CH:12][N:11]=[C:10]([NH:14][C:15]3[CH:16]=[C:17]([NH:22][C:23](=[O:34])[C:24]4[CH:29]=[CH:28][CH:27]=[C:26]([C:30]([F:33])([F:32])[F:31])[CH:25]=4)[CH:18]=[CH:19][C:20]=3[CH3:21])[N:9]=2)=[CH:4][CH:3]=1.[CH2:35]([N:37]([CH2:42][CH3:43])[CH2:38][CH2:39][CH2:40][NH2:41])[CH3:36]. (2) Given the product [CH3:9][N:4]1[CH2:5][CH2:6][CH2:7][CH2:8][CH:3]1[CH2:2][O:1][C:17](=[O:18])[NH:16][C:12]1[CH:13]=[CH:14][CH:15]=[C:10]([CH3:19])[CH:11]=1, predict the reactants needed to synthesize it. The reactants are: [OH:1][CH2:2][CH:3]1[CH2:8][CH2:7][CH2:6][CH2:5][N:4]1[CH3:9].[C:10]1([CH3:19])[CH:15]=[CH:14][CH:13]=[C:12]([N:16]=[C:17]=[O:18])[CH:11]=1.